Dataset: Catalyst prediction with 721,799 reactions and 888 catalyst types from USPTO. Task: Predict which catalyst facilitates the given reaction. (1) Reactant: [C:1]([C:3]1[CH:27]=[CH:26][C:6]2[N:7]3[CH:25]=[CH:24][CH:23]=[C:8]3[C:9]3([CH2:15][CH2:14][N:13](C(OC(C)(C)C)=O)[CH2:12][CH2:11]3)[O:10][C:5]=2[CH:4]=1)#[N:2].O1CCOCC1. Product: [NH:13]1[CH2:14][CH2:15][C:9]2([O:10][C:5]3[CH:4]=[C:3]([C:1]#[N:2])[CH:27]=[CH:26][C:6]=3[N:7]3[CH:25]=[CH:24][CH:23]=[C:8]23)[CH2:11][CH2:12]1. The catalyst class is: 33. (2) Reactant: [OH:1][CH2:2][C:3]1[C:11]([CH2:12][N:13]2[C:21](=[O:22])[C:20]3[C:15](=[CH:16][CH:17]=[CH:18][CH:19]=3)[C:14]2=[O:23])=[CH:10][C:9]([CH3:24])=[C:8]2[C:4]=1[CH:5]=[CH:6][N:7]2[S:25]([C:28]1[CH:34]=[CH:33][C:31]([CH3:32])=[CH:30][CH:29]=1)(=[O:27])=[O:26]. Product: [O:23]=[C:14]1[C:15]2[C:20](=[CH:19][CH:18]=[CH:17][CH:16]=2)[C:21](=[O:22])[N:13]1[CH2:12][C:11]1[CH:10]=[C:9]([CH3:24])[C:8]2[N:7]([S:25]([C:28]3[CH:29]=[CH:30][C:31]([CH3:32])=[CH:33][CH:34]=3)(=[O:27])=[O:26])[CH:6]=[CH:5][C:4]=2[C:3]=1[CH:2]=[O:1]. The catalyst class is: 784. (3) Reactant: [C:1]1([C:14]2[CH:19]=[CH:18][CH:17]=[CH:16][CH:15]=2)[CH:6]=[CH:5][C:4]([C@H:7]2[C@H:12]([NH2:13])[CH2:11][CH2:10][O:9][CH2:8]2)=[CH:3][CH:2]=1.CCN(C(C)C)C(C)C.[CH2:29]([S:31](Cl)(=[O:33])=[O:32])[CH3:30]. Product: [C:1]1([C:14]2[CH:15]=[CH:16][CH:17]=[CH:18][CH:19]=2)[CH:2]=[CH:3][C:4]([C@H:7]2[C@H:12]([NH:13][S:31]([CH2:29][CH3:30])(=[O:33])=[O:32])[CH2:11][CH2:10][O:9][CH2:8]2)=[CH:5][CH:6]=1. The catalyst class is: 2. (4) The catalyst class is: 1. Reactant: [C:1]([NH:9][C@H:10]([C:12]([OH:14])=O)[CH3:11])(=[O:8])[C:2]1[CH:7]=[CH:6][CH:5]=[CH:4][CH:3]=1.C(C1NC=CN=1)(C1NC=CN=1)=O.[C:27]([O:30][CH2:31][CH3:32])(=[O:29])[CH3:28].[Li+].CC([N-]C(C)C)C. Product: [C:1]([NH:9][CH:10]([CH3:11])[C:12](=[O:14])[CH2:28][C:27]([O:30][CH2:31][CH3:32])=[O:29])(=[O:8])[C:2]1[CH:3]=[CH:4][CH:5]=[CH:6][CH:7]=1. (5) Reactant: [CH3:1][O:2][C:3]1[CH:11]=[C:10]2[C:6]([CH2:7][CH2:8][C:9]2=[O:12])=[CH:5][C:4]=1[N:13]1[CH2:18][CH2:17][O:16][CH2:15][CH2:14]1.[CH3:19][C:20]1[CH:24]=[C:23]([CH:25]=O)[NH:22][N:21]=1.CC1C=CC(S(O)(=O)=O)=CC=1. Product: [CH3:1][O:2][C:3]1[CH:11]=[C:10]2[C:6]([CH2:7]/[C:8](=[CH:25]\[C:23]3[NH:22][N:21]=[C:20]([CH3:19])[CH:24]=3)/[C:9]2=[O:12])=[CH:5][C:4]=1[N:13]1[CH2:14][CH2:15][O:16][CH2:17][CH2:18]1. The catalyst class is: 133. (6) Reactant: [N:1]1([C:7]([O:9][C:10]([CH3:13])([CH3:12])[CH3:11])=[O:8])[CH2:6][CH2:5][NH:4][CH2:3][CH2:2]1.[N+:14]([C:17]1[CH:18]=[C:19]([S:23](Cl)(=[O:25])=[O:24])[CH:20]=[CH:21][CH:22]=1)([O-])=O.CCN(CC)CC.C([O-])(O)=O.[Na+]. Product: [C:10]([O:9][C:7]([N:1]1[CH2:6][CH2:5][N:4]([S:23]([C:19]2[CH:20]=[CH:21][CH:22]=[C:17]([NH2:14])[CH:18]=2)(=[O:25])=[O:24])[CH2:3][CH2:2]1)=[O:8])([CH3:13])([CH3:12])[CH3:11]. The catalyst class is: 2. (7) Reactant: [CH2:1]([O:5][CH2:6][CH2:7][O:8][C:9]1[CH:14]=[CH:13][C:12]([C:15]2[CH:16]=[CH:17][C:18]3[NH:24][CH2:23][CH2:22][C:21]([C:25]([NH:27][C:28]4[CH:33]=[CH:32][C:31]([C@H:34]([OH:42])[C:35]5[CH:40]=[CH:39][CH:38]=[CH:37][N+:36]=5[O-:41])=[CH:30][CH:29]=4)=[O:26])=[CH:20][C:19]=3[CH:43]=2)=[CH:11][CH:10]=1)[CH2:2][CH2:3][CH3:4].[CH:44]([C:46]1[S:47][CH:48]=[CH:49][N:50]=1)=O.C(O[BH-](OC(=O)C)OC(=O)C)(=O)C.[Na+].C(O)(=O)C. Product: [CH2:1]([O:5][CH2:6][CH2:7][O:8][C:9]1[CH:10]=[CH:11][C:12]([C:15]2[CH:16]=[CH:17][C:18]3[N:24]([CH2:44][C:46]4[S:47][CH:48]=[CH:49][N:50]=4)[CH2:23][CH2:22][C:21]([C:25]([NH:27][C:28]4[CH:29]=[CH:30][C:31]([C@H:34]([OH:42])[C:35]5[CH:40]=[CH:39][CH:38]=[CH:37][N+:36]=5[O-:41])=[CH:32][CH:33]=4)=[O:26])=[CH:20][C:19]=3[CH:43]=2)=[CH:13][CH:14]=1)[CH2:2][CH2:3][CH3:4]. The catalyst class is: 325.